This data is from Reaction yield outcomes from USPTO patents with 853,638 reactions. The task is: Predict the reaction yield, written as a fraction of the theoretical maximum amount of product (1.0 means a 100% yield; for example, 0.34 means a 34% yield). (1) The reactants are Br[C:2]1[S:6][C:5]([C:7]2[CH:8]=[CH:9][C:10]3[CH2:17][CH:16]4[C:18]5([CH2:22][N:21]([CH2:23][C:24]([F:27])([F:26])[F:25])[S:20](=[O:29])(=[O:28])[NH:19]5)[CH:13]([CH2:14][CH2:15]4)[CH2:12][C:11]=3[CH:30]=2)=[N:4][CH:3]=1.[F:31][C:32]1[CH:33]=[C:34](B(O)O)[CH:35]=[CH:36][CH:37]=1.C(=O)([O-])[O-].[K+].[K+].ClCCl. The catalyst is C1(C)C=CC=CC=1.C(O)C.O.C1C=CC(P(C2C=CC=CC=2)[C-]2C=CC=C2)=CC=1.C1C=CC(P(C2C=CC=CC=2)[C-]2C=CC=C2)=CC=1.Cl[Pd]Cl.[Fe+2]. The product is [F:31][C:32]1[CH:37]=[C:36]([C:2]2[S:6][C:5]([C:7]3[CH:8]=[CH:9][C:10]4[CH2:17][CH:16]5[C:18]6([CH2:22][N:21]([CH2:23][C:24]([F:27])([F:26])[F:25])[S:20](=[O:29])(=[O:28])[NH:19]6)[CH:13]([CH2:14][CH2:15]5)[CH2:12][C:11]=4[CH:30]=3)=[N:4][CH:3]=2)[CH:35]=[CH:34][CH:33]=1. The yield is 0.270. (2) The reactants are [OH:1][C:2]1[CH:3]=[C:4]([CH:7]=[CH:8][C:9]=1[N+:10]([O-:12])=[O:11])C=O.NC1C=CC=CC=1.C1(OP([O-])OC2C=CC=CC=2)C=CC=CC=1.[C:36]1([O:42][P:43]([CH:52](C2C=CC=C(C)N=2)[NH:53][C:54]2[CH:59]=[CH:58][CH:57]=[CH:56][CH:55]=2)(=[O:51])[O:44][C:45]2[CH:50]=[CH:49][CH:48]=[CH:47][CH:46]=2)[CH:41]=[CH:40][CH:39]=[CH:38][CH:37]=1. No catalyst specified. The product is [C:45]1([O:44][P:43]([CH:52]([C:4]2[CH:7]=[CH:8][C:9]([N+:10]([O-:12])=[O:11])=[C:2]([OH:1])[CH:3]=2)[NH:53][C:54]2[CH:55]=[CH:56][CH:57]=[CH:58][CH:59]=2)(=[O:51])[O:42][C:36]2[CH:41]=[CH:40][CH:39]=[CH:38][CH:37]=2)[CH:50]=[CH:49][CH:48]=[CH:47][CH:46]=1. The yield is 0.854. (3) The reactants are [NH2:1][CH2:2][C:3]1[C:4](=[O:22])[NH:5][C:6]([C@H:9]2[C@H:13]([CH3:14])[CH2:12][N:11]([CH2:15][C:16]3[CH:21]=[CH:20][CH:19]=[CH:18][CH:17]=3)[CH2:10]2)=[N:7][N:8]=1.[O:23]1[CH2:28][CH2:27][CH:26]([C:29](ON2C(=O)CCC2=O)=[O:30])[CH2:25][CH2:24]1. The catalyst is C(Cl)Cl. The product is [CH2:15]([N:11]1[CH2:12][C@@H:13]([CH3:14])[C@H:9]([C:6]2[NH:5][C:4](=[O:22])[C:3]([CH2:2][NH:1][C:29]([CH:26]3[CH2:27][CH2:28][O:23][CH2:24][CH2:25]3)=[O:30])=[N:8][N:7]=2)[CH2:10]1)[C:16]1[CH:21]=[CH:20][CH:19]=[CH:18][CH:17]=1. The yield is 0.710. (4) The reactants are [C:1]([C:3]1[CH:4]=[C:5]([NH:15][C:16](=[O:20])[N:17]([CH3:19])[CH3:18])[CH:6]=[CH:7][C:8]=1[S:9]([CH:12]([CH3:14])[CH3:13])(=[O:11])=[O:10])#[N:2]. The catalyst is C1COCC1.[Ni]. The product is [NH2:2][CH2:1][C:3]1[CH:4]=[C:5]([NH:15][C:16](=[O:20])[N:17]([CH3:18])[CH3:19])[CH:6]=[CH:7][C:8]=1[S:9]([CH:12]([CH3:14])[CH3:13])(=[O:11])=[O:10]. The yield is 0.910.